Dataset: Acute oral toxicity (LD50) regression data from Zhu et al.. Task: Regression/Classification. Given a drug SMILES string, predict its toxicity properties. Task type varies by dataset: regression for continuous values (e.g., LD50, hERG inhibition percentage) or binary classification for toxic/non-toxic outcomes (e.g., AMES mutagenicity, cardiotoxicity, hepatotoxicity). Dataset: ld50_zhu. (1) The rat oral LD50 is 2.27, given as -log10 of the dose in mol/kg body weight (higher means more acutely toxic). The molecule is Cc1ccc2c(-c3cccc(O)c3)nc(=O)n(C(C)C)c2c1. (2) The compound is O=P(O)(O)c1ccccc1. The rat oral LD50 is 1.90, given as -log10 of the dose in mol/kg body weight (higher means more acutely toxic). (3) The molecule is NNC(=O)OC1CC2CCC(C1)N2C(=O)Oc1ccccc1. The rat oral LD50 is 1.79, given as -log10 of the dose in mol/kg body weight (higher means more acutely toxic). (4) The compound is CCC(CC)CO. The rat oral LD50 is 1.74, given as -log10 of the dose in mol/kg body weight (higher means more acutely toxic). (5) The compound is C=CC(O)C#N. The rat oral LD50 is 3.11, given as -log10 of the dose in mol/kg body weight (higher means more acutely toxic). (6) The drug is O=C(O)CCCCCCI. The rat oral LD50 is 2.06, given as -log10 of the dose in mol/kg body weight (higher means more acutely toxic). (7) The compound is CC(C)(C)c1ccccc1. The rat oral LD50 is 1.64, given as -log10 of the dose in mol/kg body weight (higher means more acutely toxic). (8) The compound is COC(=O)c1ccccc1N=CC(C)Cc1ccc(C(C)(C)C)cc1. The rat oral LD50 is 2.05, given as -log10 of the dose in mol/kg body weight (higher means more acutely toxic). (9) The drug is OCC1OC(O)C(O)C(O)C1O. The rat oral LD50 is 0.844, given as -log10 of the dose in mol/kg body weight (higher means more acutely toxic).